Task: Predict the reactants needed to synthesize the given product.. Dataset: Full USPTO retrosynthesis dataset with 1.9M reactions from patents (1976-2016) (1) Given the product [O:38]=[C:29]1[C:30]2[C:35](=[CH:34][CH:33]=[CH:32][CH:31]=2)[C:36](=[O:37])[N:28]1[O:13][CH:14]1[CH2:15][CH2:16][N:17]([C:20]([O:22][C:23]([CH3:26])([CH3:25])[CH3:24])=[O:21])[CH2:18][CH2:19]1, predict the reactants needed to synthesize it. The reactants are: N(C(OCC)=O)=NC(OCC)=O.[OH:13][CH:14]1[CH2:19][CH2:18][N:17]([C:20]([O:22][C:23]([CH3:26])([CH3:25])[CH3:24])=[O:21])[CH2:16][CH2:15]1.O[N:28]1[C:36](=[O:37])[C:35]2[C:30](=[CH:31][CH:32]=[CH:33][CH:34]=2)[C:29]1=[O:38].C1(P(C2C=CC=CC=2)C2C=CC=CC=2)C=CC=CC=1. (2) Given the product [NH:1]1[C:9]2[C:4](=[CH:5][C:6]([CH2:10][N:11]([CH3:12])[C:29](=[O:31])/[CH:28]=[CH:27]/[C:24]3[CH:25]=[N:26][C:20]4[NH:19][C:18](=[O:32])[CH2:17][N:16]([CH3:15])[CH2:22][C:21]=4[CH:23]=3)=[CH:7][CH:8]=2)[CH:3]=[CH:2]1, predict the reactants needed to synthesize it. The reactants are: [NH:1]1[C:9]2[C:4](=[CH:5][C:6]([CH2:10][NH:11][CH3:12])=[CH:7][CH:8]=2)[CH:3]=[CH:2]1.Cl.Cl.[CH3:15][N:16]1[CH2:22][C:21]2[CH:23]=[C:24](/[CH:27]=[CH:28]/[C:29]([OH:31])=O)[CH:25]=[N:26][C:20]=2[NH:19][C:18](=[O:32])[CH2:17]1.C1C=CC2N(O)N=NC=2C=1.C(N(C(C)C)CC)(C)C.CCN=C=NCCCN(C)C.Cl. (3) Given the product [CH:40]1([C:38]([NH:37][C:35]2[N:36]=[C:31]3[CH:30]=[CH:29][C:28]([O:27][C:26]4[CH:43]=[CH:44][C:45]([CH3:46])=[C:24]([NH:23][C:8]([C:6]5[N:5]([CH3:11])[N:4]=[C:3]([CH2:1][CH3:2])[CH:7]=5)=[O:10])[CH:25]=4)=[N:33][N:32]3[CH:34]=2)=[O:39])[CH2:41][CH2:42]1, predict the reactants needed to synthesize it. The reactants are: [CH2:1]([C:3]1[CH:7]=[C:6]([C:8]([OH:10])=O)[N:5]([CH3:11])[N:4]=1)[CH3:2].O1CCCC1.C(Cl)(=O)C(Cl)=O.[NH2:23][C:24]1[CH:25]=[C:26]([CH:43]=[CH:44][C:45]=1[CH3:46])[O:27][C:28]1[CH:29]=[CH:30][C:31]2[N:32]([CH:34]=[C:35]([NH:37][C:38]([CH:40]3[CH2:42][CH2:41]3)=[O:39])[N:36]=2)[N:33]=1. (4) Given the product [CH3:15][O:13][N:12]([CH3:11])[C:2]1[CH:9]=[CH:8][C:5]([C:6]#[N:7])=[CH:4][CH:3]=1, predict the reactants needed to synthesize it. The reactants are: Br[C:2]1[CH:9]=[CH:8][C:5]([C:6]#[N:7])=[CH:4][CH:3]=1.Cl.[CH3:11][N:12](C)[OH:13].[C:15]([O-])([O-])=O.[Cs+].[Cs+]. (5) Given the product [CH2:33]([O:32]/[CH:30]=[CH:31]/[C:2]1[C:17]([NH:18][CH:19]2[CH2:20][N:21]([C:23]([O:25][C:26]([CH3:28])([CH3:27])[CH3:29])=[O:24])[CH2:22]2)=[CH:16][C:5]2[N:6]3[CH:11]([CH3:12])[C:10](=[O:13])[NH:9][N:8]=[C:7]3[CH2:14][O:15][C:4]=2[CH:3]=1)[CH3:34], predict the reactants needed to synthesize it. The reactants are: Br[C:2]1[C:17]([NH:18][CH:19]2[CH2:22][N:21]([C:23]([O:25][C:26]([CH3:29])([CH3:28])[CH3:27])=[O:24])[CH2:20]2)=[CH:16][C:5]2[N:6]3[CH:11]([CH3:12])[C:10](=[O:13])[NH:9][N:8]=[C:7]3[CH2:14][O:15][C:4]=2[CH:3]=1.[CH2:30]([O:32]/[CH:33]=[CH:34]/B1OC(C)(C)C(C)(C)O1)[CH3:31].C([O-])([O-])=O.[K+].[K+]. (6) Given the product [C:1]([N:4]1[C:8]2[CH:9]=[CH:10][CH:11]=[CH:12][C:7]=2[N:6]([CH2:43][C:41]2[C:42]3[C:34]([CH3:33])=[CH:35][CH:36]=[CH:37][C:38]=3[S:39][CH:40]=2)[C:5]1=[O:13])([CH3:3])=[CH2:2], predict the reactants needed to synthesize it. The reactants are: [C:1]([N:4]1[C:8]2[CH:9]=[CH:10][CH:11]=[CH:12][C:7]=2[NH:6][C:5]1=[O:13])([CH3:3])=[CH2:2].C1(P(C2C=CC=CC=2)C2C=CC=CC=2)C=CC=CC=1.[CH3:33][C:34]1[C:42]2[C:41]([CH2:43]O)=[CH:40][S:39][C:38]=2[CH:37]=[CH:36][CH:35]=1.N(C(OC(C)C)=O)=NC(OC(C)C)=O. (7) The reactants are: [Cl:1][C:2]1[C:7]([CH3:8])=[CH:6][C:5]([S:9](Cl)(=[O:11])=[O:10])=[C:4]([CH3:13])[CH:3]=1.Cl.[CH2:15]([O:17][C:18](=[O:29])[CH:19](CC)[CH2:20][CH:21]1[CH2:26][CH2:25][CH2:24][CH2:23][NH:22]1)[CH3:16].C(N(CC)CC)C. Given the product [CH2:15]([O:17][C:18](=[O:29])[CH2:19][CH2:20][CH:21]1[CH2:26][CH2:25][CH2:24][CH2:23][N:22]1[S:9]([C:5]1[CH:6]=[C:7]([CH3:8])[C:2]([Cl:1])=[CH:3][C:4]=1[CH3:13])(=[O:11])=[O:10])[CH3:16], predict the reactants needed to synthesize it. (8) The reactants are: [NH2:1][C:2]1[CH:9]=[C:8]([NH:10][C@@H:11]2[CH2:16][CH2:15][CH2:14][CH2:13][C@@H:12]2[NH2:17])[CH:7]=[CH:6][C:3]=1[C:4]#[N:5].Cl[C:19]1[CH:24]=[C:23]([CH3:25])[CH:22]=[C:21]([CH3:26])[N:20]=1.C(=O)([O-])[O-].[Cs+].[Cs+].CC1(C)C2C(=C(P(C3C=CC=CC=3)C3C=CC=CC=3)C=CC=2)OC2C(P(C3C=CC=CC=3)C3C=CC=CC=3)=CC=CC1=2. Given the product [NH2:17][C@H:12]1[CH2:13][CH2:14][CH2:15][CH2:16][C@H:11]1[NH:10][C:8]1[CH:7]=[CH:6][C:3]([C:4]#[N:5])=[C:2]([NH:1][C:19]2[CH:24]=[C:23]([CH3:25])[CH:22]=[C:21]([CH3:26])[N:20]=2)[CH:9]=1, predict the reactants needed to synthesize it. (9) Given the product [F:27][C:24]([F:25])([F:26])[C:21]1[CH:22]=[CH:23][C:18]([S:17][C:12]2[N:11]([CH2:28][CH2:29][CH2:30][CH3:31])[C:10]([NH2:9])=[C:14]([C:15]([NH2:7])=[O:16])[N:13]=2)=[CH:19][CH:20]=1, predict the reactants needed to synthesize it. The reactants are: COCCOC[N:7]1[C:15](=[O:16])[C:14]2[N:13]=[C:12]([S:17][C:18]3[CH:23]=[CH:22][C:21]([C:24]([F:27])([F:26])[F:25])=[CH:20][CH:19]=3)[N:11]([CH2:28][CH2:29][CH2:30][CH3:31])[C:10]=2[N:9]=C1.[OH-].[Na+].Cl.